This data is from Catalyst prediction with 721,799 reactions and 888 catalyst types from USPTO. The task is: Predict which catalyst facilitates the given reaction. (1) Reactant: CCCC[N+](CCCC)(CCCC)CCCC.[F-].[Si]([O:26][CH2:27][CH2:28][CH:29]([C:37]1[S:41][CH:40]=[N:39][C:38]=1[Cl:42])[O:30][CH:31]1[CH2:36][CH2:35][CH2:34][CH2:33][O:32]1)(C(C)(C)C)(C)C. Product: [Cl:42][C:38]1[N:39]=[CH:40][S:41][C:37]=1[CH:29]([O:30][CH:31]1[CH2:36][CH2:35][CH2:34][CH2:33][O:32]1)[CH2:28][CH2:27][OH:26]. The catalyst class is: 1. (2) The catalyst class is: 15. Reactant: [OH-].[Na+].C1COCC1.CO.[OH:10][CH:11]([CH2:32][OH:33])[CH2:12][O:13][C:14]1[CH:19]=[CH:18][C:17]([C:20]#[C:21][C:22]2[CH:31]=[CH:30][C:25]([C:26]([O:28]C)=[O:27])=[CH:24][CH:23]=2)=[CH:16][CH:15]=1. Product: [OH:10][CH:11]([CH2:32][OH:33])[CH2:12][O:13][C:14]1[CH:15]=[CH:16][C:17]([C:20]#[C:21][C:22]2[CH:23]=[CH:24][C:25]([C:26]([OH:28])=[O:27])=[CH:30][CH:31]=2)=[CH:18][CH:19]=1. (3) Reactant: [O:1]1[C:6]2[CH:7]=[CH:8][C:9]([C:11]3[N:16]4[N:17]=[C:18]([NH2:20])[N:19]=[C:15]4[CH:14]=[CH:13][CH:12]=3)=[CH:10][C:5]=2[O:4][CH2:3][CH2:2]1.C(N(CC)CC)C.[Cl:28][CH2:29][C:30](Cl)=[O:31].O. Product: [Cl:28][CH2:29][C:30]([NH:20][C:18]1[N:19]=[C:15]2[CH:14]=[CH:13][CH:12]=[C:11]([C:9]3[CH:8]=[CH:7][C:6]4[O:1][CH2:2][CH2:3][O:4][C:5]=4[CH:10]=3)[N:16]2[N:17]=1)=[O:31]. The catalyst class is: 4. (4) Reactant: [Br-].[C:2]1(B(O)O)[CH:7]=[CH:6][CH:5]=[CH:4][CH:3]=1.C(=O)([O-])[O-].[Na+].[Na+].[C:17]([O:20][CH2:21]C)(=[O:19])[CH3:18]. Product: [CH3:21][O:20][C:17](=[O:19])[CH2:18][C:4]1[CH:3]=[C:2]([C:2]2[CH:7]=[CH:6][CH:5]=[CH:4][CH:3]=2)[CH:7]=[CH:6][CH:5]=1. The catalyst class is: 108. (5) Reactant: [Cl:1][C:2]1[CH:3]=[C:4]([CH:31]=[CH:32][CH:33]=1)[CH2:5][CH2:6][NH:7][C:8]1[N:13]=[C:12]([NH:14][C@@H:15]2[CH2:18][C@H:17]([NH:19]C(=O)OC(C)(C)C)[C:16]2([CH3:28])[CH3:27])[C:11]([C:29]#[N:30])=[CH:10][N:9]=1.C(O)(C(F)(F)F)=O. Product: [NH2:19][C@@H:17]1[CH2:18][C@H:15]([NH:14][C:12]2[C:11]([C:29]#[N:30])=[CH:10][N:9]=[C:8]([NH:7][CH2:6][CH2:5][C:4]3[CH:31]=[CH:32][CH:33]=[C:2]([Cl:1])[CH:3]=3)[N:13]=2)[C:16]1([CH3:28])[CH3:27]. The catalyst class is: 2. (6) Reactant: Br[C:2]1[C:7](=[O:8])[N:6]([CH2:9][C:10]2[CH:15]=[CH:14][C:13]([C:16]3[C:17]([C:22]#[N:23])=[CH:18][CH:19]=[CH:20][CH:21]=3)=[CH:12][CH:11]=2)[C:5]([CH2:24][CH2:25][CH2:26][CH3:27])=[N:4][C:3]=1[CH3:28].[O:29]1[C:33]2[CH:34]=[CH:35][C:36](B(O)O)=[CH:37][C:32]=2[CH2:31][CH2:30]1.C(=O)([O-])[O-].[Cs+].[Cs+]. Product: [CH2:24]([C:5]1[N:6]([CH2:9][C:10]2[CH:15]=[CH:14][C:13]([C:16]3[C:17]([C:22]#[N:23])=[CH:18][CH:19]=[CH:20][CH:21]=3)=[CH:12][CH:11]=2)[C:7](=[O:8])[C:2]([C:36]2[CH:35]=[CH:34][C:33]3[O:29][CH2:30][CH2:31][C:32]=3[CH:37]=2)=[C:3]([CH3:28])[N:4]=1)[CH2:25][CH2:26][CH3:27]. The catalyst class is: 439.